This data is from NCI-60 drug combinations with 297,098 pairs across 59 cell lines. The task is: Regression. Given two drug SMILES strings and cell line genomic features, predict the synergy score measuring deviation from expected non-interaction effect. (1) Drug 1: C1CCC(C1)C(CC#N)N2C=C(C=N2)C3=C4C=CNC4=NC=N3. Drug 2: CN(CC1=CN=C2C(=N1)C(=NC(=N2)N)N)C3=CC=C(C=C3)C(=O)NC(CCC(=O)O)C(=O)O. Cell line: HOP-92. Synergy scores: CSS=8.82, Synergy_ZIP=-3.30, Synergy_Bliss=-2.81, Synergy_Loewe=-8.34, Synergy_HSA=-2.54. (2) Drug 1: CCC1=CC2CC(C3=C(CN(C2)C1)C4=CC=CC=C4N3)(C5=C(C=C6C(=C5)C78CCN9C7C(C=CC9)(C(C(C8N6C)(C(=O)OC)O)OC(=O)C)CC)OC)C(=O)OC.C(C(C(=O)O)O)(C(=O)O)O. Drug 2: C1=NC2=C(N1)C(=S)N=C(N2)N. Cell line: SR. Synergy scores: CSS=71.0, Synergy_ZIP=-1.51, Synergy_Bliss=-2.04, Synergy_Loewe=-3.02, Synergy_HSA=-0.0505. (3) Drug 1: C1=C(C(=O)NC(=O)N1)F. Drug 2: CCC1(C2=C(COC1=O)C(=O)N3CC4=CC5=C(C=CC(=C5CN(C)C)O)N=C4C3=C2)O.Cl. Cell line: SNB-75. Synergy scores: CSS=26.6, Synergy_ZIP=-8.77, Synergy_Bliss=-0.717, Synergy_Loewe=1.06, Synergy_HSA=1.24. (4) Drug 1: CC12CCC(CC1=CCC3C2CCC4(C3CC=C4C5=CN=CC=C5)C)O. Drug 2: COCCOC1=C(C=C2C(=C1)C(=NC=N2)NC3=CC=CC(=C3)C#C)OCCOC.Cl. Cell line: SF-539. Synergy scores: CSS=9.52, Synergy_ZIP=-2.91, Synergy_Bliss=1.62, Synergy_Loewe=0.342, Synergy_HSA=2.01. (5) Drug 1: C1CN1P(=S)(N2CC2)N3CC3. Drug 2: CC(C)(C#N)C1=CC(=CC(=C1)CN2C=NC=N2)C(C)(C)C#N. Cell line: HCT116. Synergy scores: CSS=-2.38, Synergy_ZIP=-2.31, Synergy_Bliss=-1.10, Synergy_Loewe=-8.15, Synergy_HSA=-7.60. (6) Drug 1: C1=C(C(=O)NC(=O)N1)N(CCCl)CCCl. Drug 2: C1=C(C(=O)NC(=O)N1)F. Cell line: A498. Synergy scores: CSS=53.9, Synergy_ZIP=-6.40, Synergy_Bliss=-6.90, Synergy_Loewe=-5.38, Synergy_HSA=-0.391. (7) Cell line: RXF 393. Drug 2: B(C(CC(C)C)NC(=O)C(CC1=CC=CC=C1)NC(=O)C2=NC=CN=C2)(O)O. Synergy scores: CSS=-2.20, Synergy_ZIP=0.518, Synergy_Bliss=-1.74, Synergy_Loewe=-7.87, Synergy_HSA=-4.89. Drug 1: CN(C)C1=NC(=NC(=N1)N(C)C)N(C)C. (8) Drug 1: CCC(=C(C1=CC=CC=C1)C2=CC=C(C=C2)OCCN(C)C)C3=CC=CC=C3.C(C(=O)O)C(CC(=O)O)(C(=O)O)O. Drug 2: C(CCl)NC(=O)N(CCCl)N=O. Cell line: MDA-MB-231. Synergy scores: CSS=22.0, Synergy_ZIP=-6.37, Synergy_Bliss=-1.98, Synergy_Loewe=0.682, Synergy_HSA=1.73.